Task: Predict the reaction yield, written as a fraction of the theoretical maximum amount of product (1.0 means a 100% yield; for example, 0.34 means a 34% yield).. Dataset: Reaction yield outcomes from USPTO patents with 853,638 reactions (1) The reactants are [CH2:1]1[C@@H:5]([OH:6])[C@H:4](/[CH:7]=[CH:8]/[C@@H:9]([OH:22])[CH2:10][O:11][C:12]2[CH:17]=[C:16]([C:18]([F:21])([F:20])[F:19])[CH:15]=[CH:14][CH:13]=2)[C@@H:3]([CH2:23]/[CH:24]=[CH:25]\[CH2:26][CH2:27][CH2:28][C:29]([OH:31])=[O:30])[C@H:2]1[OH:32].[CH2:33]([CH:36]([CH2:39][C:40]#[CH:41])[CH2:37]O)[C:34]#[CH:35].CN(C(ON1N=NC2C=CC=CC1=2)=[N+](C)C)C.F[P-](F)(F)(F)(F)F.C(N(CC)CC)C. The catalyst is C1COCC1.C(Cl)Cl. The product is [OH:6][C@@H:5]1[CH2:1][C@H:2]([OH:32])[C@H:3]([CH2:23]/[CH:24]=[CH:25]\[CH2:26][CH2:27][CH2:28][C:29]([O:31][CH2:37][CH:36]([CH2:39][C:40]#[CH:41])[CH2:33][C:34]#[CH:35])=[O:30])[C@H:4]1/[CH:7]=[CH:8]/[C@@H:9]([OH:22])[CH2:10][O:11][C:12]1[CH:13]=[CH:14][CH:15]=[C:16]([C:18]([F:21])([F:20])[F:19])[CH:17]=1. The yield is 0.0750. (2) The product is [Cl:17][CH2:13][C:10]1[CH:9]=[CH:8][C:7]([C:5]2[CH:4]=[N:3][N:2]([CH3:1])[CH:6]=2)=[N:12][CH:11]=1. The yield is 0.850. The reactants are [CH3:1][N:2]1[CH:6]=[C:5]([C:7]2[N:12]=[CH:11][C:10]([CH2:13]O)=[CH:9][CH:8]=2)[CH:4]=[N:3]1.S(Cl)([Cl:17])=O. The catalyst is ClCCl. (3) The reactants are C([N-][CH:5]([CH3:7])[CH3:6])(C)C.[Li+].[C:9]([O:14][CH2:15][CH3:16])(=[O:13])[CH:10]([CH3:12])[CH3:11].Br[CH2:18][CH2:19][CH2:20][CH2:21][CH2:22][CH2:23][CH2:24][CH2:25][CH2:26]Br.CN1[C:34](=[O:35])N(C)CCC1.C1C[O:40][CH2:39][CH2:38]1. No catalyst specified. The product is [CH2:39]([O:40][C:34](=[O:35])[C:5]([CH3:6])([CH3:7])[CH2:18][CH2:19][CH2:20][CH2:21][CH2:22][CH2:23][CH2:24][CH2:25][CH2:26][C:10]([CH3:12])([CH3:11])[C:9]([O:14][CH2:15][CH3:16])=[O:13])[CH3:38]. The yield is 0.790. (4) The reactants are Br[C:2]1[CH:3]=[C:4]2[C:9](=[CH:10][CH:11]=1)[C:8](=[O:12])[CH2:7][CH2:6][CH2:5]2.[CH3:13][NH:14][C:15]1[CH:20]=[CH:19][CH:18]=[CH:17][CH:16]=1.C([O-])([O-])=O.[Cs+].[Cs+]. The catalyst is C1(C)C=CC=CC=1.CC([O-])=O.CC([O-])=O.[Pd+2].C1C=CC(P(C2C(C3C(P(C4C=CC=CC=4)C4C=CC=CC=4)=CC=C4C=3C=CC=C4)=C3C(C=CC=C3)=CC=2)C2C=CC=CC=2)=CC=1. The product is [CH3:13][N:14]([C:15]1[CH:20]=[CH:19][CH:18]=[CH:17][CH:16]=1)[C:2]1[CH:3]=[C:4]2[C:9](=[CH:10][CH:11]=1)[C:8](=[O:12])[CH2:7][CH2:6][CH2:5]2. The yield is 0.680. (5) The reactants are C([O:8][C:9]1[CH:18]=[C:17]2[C:12]([C:13]([NH:19][C:20]3[CH:24]=[C:23]([CH2:25][C:26]([NH:28][C:29]4[CH:34]=[CH:33][CH:32]=[C:31]([F:35])[CH:30]=4)=[O:27])[NH:22][N:21]=3)=[N:14][CH:15]=[N:16]2)=[CH:11][C:10]=1[F:36])C1C=CC=CC=1.C(OCC)C. The catalyst is FC(F)(F)C(O)=O. The product is [F:36][C:10]1[CH:11]=[C:12]2[C:17](=[CH:18][C:9]=1[OH:8])[N:16]=[CH:15][N:14]=[C:13]2[NH:19][C:20]1[CH:24]=[C:23]([CH2:25][C:26]([NH:28][C:29]2[CH:34]=[CH:33][CH:32]=[C:31]([F:35])[CH:30]=2)=[O:27])[NH:22][N:21]=1. The yield is 1.00. (6) The reactants are Br[C:2]1[C:7]2=[N:8][C:9]([C:12]([NH2:14])=[O:13])=[CH:10][N:11]=[C:6]2[CH:5]=[N:4][CH:3]=1.[F:15][C:16]1[CH:21]=[C:20]([C:22]([F:25])([F:24])[F:23])[CH:19]=[CH:18][C:17]=1B(O)O.C(=O)([O-])[O-].[Cs+].[Cs+].O1CCOCC1. The catalyst is C1(P([C-]2C=CC=C2)C2C=CC=CC=2)C=CC=CC=1.[C-]1(P(C2C=CC=CC=2)C2C=CC=CC=2)C=CC=C1.[Fe+2].[Pd](Cl)Cl.O. The product is [F:15][C:16]1[CH:21]=[C:20]([C:22]([F:23])([F:24])[F:25])[CH:19]=[CH:18][C:17]=1[C:2]1[C:7]2=[N:8][C:9]([C:12]([NH2:14])=[O:13])=[CH:10][N:11]=[C:6]2[CH:5]=[N:4][CH:3]=1. The yield is 0.390. (7) The reactants are [C:1]([O:4][CH2:5][C:6]1[C:11]([N:12]2[CH2:24][CH2:23][N:15]3[C:16]4[CH2:17][CH2:18][CH2:19][CH2:20][C:21]=4[CH:22]=[C:14]3[C:13]2=[O:25])=[CH:10][C:9]([F:26])=[CH:8][C:7]=1B1OC(C)(C)C(C)(C)O1)(=[O:3])[CH3:2].Br[C:37]1[N:38]=[C:39]([NH:45][C:46]2[CH:51]=[CH:50][C:49]([N:52]3[CH2:57][CH2:56][N:55]([CH:58]4[CH2:61][O:60][CH2:59]4)[CH2:54][CH2:53]3)=[CH:48][CH:47]=2)[C:40](=[O:44])[N:41]([CH3:43])[CH:42]=1. No catalyst specified. The product is [C:1]([O:4][CH2:5][C:6]1[C:11]([N:12]2[CH2:24][CH2:23][N:15]3[C:16]4[CH2:17][CH2:18][CH2:19][CH2:20][C:21]=4[CH:22]=[C:14]3[C:13]2=[O:25])=[CH:10][C:9]([F:26])=[CH:8][C:7]=1[C:37]1[N:38]=[C:39]([NH:45][C:46]2[CH:51]=[CH:50][C:49]([N:52]3[CH2:57][CH2:56][N:55]([CH:58]4[CH2:61][O:60][CH2:59]4)[CH2:54][CH2:53]3)=[CH:48][CH:47]=2)[C:40](=[O:44])[N:41]([CH3:43])[CH:42]=1)(=[O:3])[CH3:2]. The yield is 0.510.